Dataset: Reaction yield outcomes from USPTO patents with 853,638 reactions. Task: Predict the reaction yield, written as a fraction of the theoretical maximum amount of product (1.0 means a 100% yield; for example, 0.34 means a 34% yield). (1) The reactants are [BH4-].[Na+].[CH3:3][O:4][C:5]1[CH:45]=[CH:44][C:8]([CH2:9][N:10]([CH2:35][C:36]2[CH:41]=[CH:40][C:39]([O:42][CH3:43])=[CH:38][CH:37]=2)[C:11]2[N:16]=[C:15]([CH3:17])[N:14]=[C:13]([C:18]3[C:19]([NH:26][C:27]4[CH:28]=[N:29][C:30]([O:33][CH3:34])=[CH:31][CH:32]=4)=[N:20][CH:21]=[C:22]([CH:25]=3)[CH:23]=[O:24])[N:12]=2)=[CH:7][CH:6]=1.[Cl-].[NH4+].O. The catalyst is CO.C(Cl)Cl. The product is [CH3:43][O:42][C:39]1[CH:38]=[CH:37][C:36]([CH2:35][N:10]([CH2:9][C:8]2[CH:7]=[CH:6][C:5]([O:4][CH3:3])=[CH:45][CH:44]=2)[C:11]2[N:16]=[C:15]([CH3:17])[N:14]=[C:13]([C:18]3[CH:25]=[C:22]([CH2:23][OH:24])[CH:21]=[N:20][C:19]=3[NH:26][C:27]3[CH:28]=[N:29][C:30]([O:33][CH3:34])=[CH:31][CH:32]=3)[N:12]=2)=[CH:41][CH:40]=1. The yield is 0.960. (2) The reactants are Cl.Cl.[NH2:3][CH2:4][C@@:5]1([OH:13])[CH:10]2[CH2:11][CH2:12][N:7]([CH2:8][CH2:9]2)[CH2:6]1.C([O-])([O-])=O.[Cs+].[Cs+].[N:20]([C:23]1[N:28]=[CH:27][N:26]=[C:25]([C:29]2[CH:30]=[N:31][C:32]([O:35][CH3:36])=[N:33][CH:34]=2)[CH:24]=1)=[C:21]=S.C(N=C=NC(C)C)(C)C. The catalyst is CN(C)C=O. The product is [CH3:36][O:35][C:32]1[N:33]=[CH:34][C:29]([C:25]2[CH:24]=[C:23]([NH:20][C:21]3[O:13][C@:5]4([CH2:4][N:3]=3)[CH:10]3[CH2:9][CH2:8][N:7]([CH2:12][CH2:11]3)[CH2:6]4)[N:28]=[CH:27][N:26]=2)=[CH:30][N:31]=1. The yield is 0.460. (3) The reactants are [F:1][C:2]([F:16])([F:15])[CH2:3][N:4]1[CH:8]=[C:7]([C:9]#[C:10][Si](C)(C)C)[CH:6]=[N:5]1.C(=O)([O-])[O-].[K+].[K+]. The catalyst is CO. The product is [C:9]([C:7]1[CH:6]=[N:5][N:4]([CH2:3][C:2]([F:15])([F:16])[F:1])[CH:8]=1)#[CH:10]. The yield is 0.530.